From a dataset of Forward reaction prediction with 1.9M reactions from USPTO patents (1976-2016). Predict the product of the given reaction. (1) Given the reactants [C:1]([C:3]1[CH:8]=[C:7]([N+:9]([O-:11])=[O:10])[C:6]([NH:12]C(=O)C(F)(F)F)=[C:5]([CH3:19])[CH:4]=1)#[N:2].N, predict the reaction product. The product is: [NH2:12][C:6]1[C:7]([N+:9]([O-:11])=[O:10])=[CH:8][C:3]([C:1]#[N:2])=[CH:4][C:5]=1[CH3:19]. (2) Given the reactants [CH2:1]([O:3][CH:4]([O:13][CH2:14][CH3:15])[C:5]1[CH:6]=[C:7]([CH:10]=[CH:11][CH:12]=1)[CH2:8]Br)[CH3:2].[F:16][C:17]([F:30])([F:29])[C:18]1[CH:19]=[C:20]([OH:28])[CH:21]=[C:22]([C:24]([F:27])([F:26])[F:25])[CH:23]=1.C([O-])([O-])=O.[K+].[K+].O, predict the reaction product. The product is: [CH2:1]([O:3][CH:4]([O:13][CH2:14][CH3:15])[C:5]1[CH:6]=[C:7]([CH:10]=[CH:11][CH:12]=1)[CH2:8][O:28][C:20]1[CH:21]=[C:22]([C:24]([F:25])([F:26])[F:27])[CH:23]=[C:18]([C:17]([F:16])([F:29])[F:30])[CH:19]=1)[CH3:2]. (3) Given the reactants O[C@@:2]([C:21]1[CH:22]=[C:23]2[C:28](=[CH:29][CH:30]=1)[CH:27]=[C:26]([C:31]([NH:33][CH3:34])=[O:32])[CH:25]=[CH:24]2)([C:6]1[N:7]=[CH:8][N:9](S(C2C=CC(C)=CC=2)(=O)=O)[CH:10]=1)[CH2:3][CH2:4]O.C(N(C(C)C)C(C)C)C.CS(Cl)(=O)=O.C(=O)([O-])[O-].[Na+].[Na+].[OH2:55], predict the reaction product. The product is: [OH:55][C:10]1[N:9]=[CH:8][N:7]2[CH2:4][CH2:3][C@@H:2]([C:21]3[CH:22]=[C:23]4[C:28](=[CH:29][CH:30]=3)[CH:27]=[C:26]([C:31]([NH:33][CH3:34])=[O:32])[CH:25]=[CH:24]4)[C:6]=12. (4) Given the reactants [NH:1]1[C:5]2[CH:6]=[CH:7][CH:8]=[CH:9][C:4]=2[N:3]=[CH:2]1.C(OC(OC(C)C)OC(C)C)(C)C.C1(S(O)(=O)=O)C=CC=CC=1.C(NC(C)C)(C)C.CON(C)[C:43](=[O:63])[C:44]1[CH:49]=[CH:48][C:47]([O:50][C:51]2[C:56]([CH:57]3[CH2:62][CH2:61][S:60][CH2:59][CH2:58]3)=[N:55][CH:54]=[CH:53][N:52]=2)=[CH:46][CH:45]=1.[Li+].CC([N-]C(C)C)C, predict the reaction product. The product is: [NH:1]1[C:5]2[CH:6]=[CH:7][CH:8]=[CH:9][C:4]=2[N:3]=[C:2]1[C:43]([C:44]1[CH:49]=[CH:48][C:47]([O:50][C:51]2[C:56]([CH:57]3[CH2:62][CH2:61][S:60][CH2:59][CH2:58]3)=[N:55][CH:54]=[CH:53][N:52]=2)=[CH:46][CH:45]=1)=[O:63]. (5) The product is: [F:1][C:2]1[CH:28]=[CH:27][C:5]([CH2:6][N:7]2[C:12](=[O:13])[C:11]3[C:14]([O:23][CH3:24])=[C:15]4[C:20](=[O:21])[N:19]([CH3:22])[CH2:18][CH2:17][N:16]4[C:10]=3[C:9]([CH:25]([OH:26])[CH3:29])=[N:8]2)=[CH:4][CH:3]=1. Given the reactants [F:1][C:2]1[CH:28]=[CH:27][C:5]([CH2:6][N:7]2[C:12](=[O:13])[C:11]3[C:14]([O:23][CH3:24])=[C:15]4[C:20](=[O:21])[N:19]([CH3:22])[CH2:18][CH2:17][N:16]4[C:10]=3[C:9]([CH:25]=[O:26])=[N:8]2)=[CH:4][CH:3]=1.[CH3:29][Mg]Br.C(OCCCC)CCC.Cl, predict the reaction product.